From a dataset of Full USPTO retrosynthesis dataset with 1.9M reactions from patents (1976-2016). Predict the reactants needed to synthesize the given product. (1) Given the product [CH3:7][S:8]([O:1][CH:2]1[CH2:6][CH2:5][O:4][CH2:3]1)(=[O:10])=[O:9], predict the reactants needed to synthesize it. The reactants are: [OH:1][CH:2]1[CH2:6][CH2:5][O:4][CH2:3]1.[CH3:7][S:8](Cl)(=[O:10])=[O:9].C(N(CC)CC)C. (2) Given the product [CH3:1][O:2][C:3](=[O:11])[C:4]1[CH:9]=[CH:8][C:7]([O:10][CH2:15][CH2:14][CH2:13][Br:12])=[CH:6][CH:5]=1, predict the reactants needed to synthesize it. The reactants are: [CH3:1][O:2][C:3](=[O:11])[C:4]1[CH:9]=[CH:8][C:7]([OH:10])=[CH:6][CH:5]=1.[Br:12][CH2:13][CH2:14][CH2:15]Br. (3) The reactants are: Cl.[Sn].[CH3:3][O:4][C:5]1[CH:25]=[CH:24][C:8]([CH2:9][N:10]2[C:18](=[O:19])[C:17]3[C:12](=[CH:13][CH:14]=[C:15]([C:20]([OH:22])=[O:21])[CH:16]=3)[C:11]2=O)=[CH:7][CH:6]=1.[C:26](O)(=O)C. Given the product [CH3:3][O:4][C:5]1[CH:6]=[CH:7][C:8]([CH2:9][N:10]2[C:18](=[O:19])[C:17]3[C:12](=[CH:13][CH:14]=[C:15]([C:20]([O:22][CH3:26])=[O:21])[CH:16]=3)[CH2:11]2)=[CH:24][CH:25]=1, predict the reactants needed to synthesize it. (4) Given the product [NH:23]1[C:27]2[CH:28]=[CH:29][C:30]([C:2]3[CH:3]=[C:4]([N:8]4[C:16]5[CH:15]=[CH:14][C:13]([CH3:17])=[CH:12][C:11]=5[C:10]5[CH2:18][N:19]([CH3:22])[CH2:20][CH2:21][C:9]4=5)[CH:5]=[CH:6][CH:7]=3)=[CH:31][C:26]=2[N:25]=[CH:24]1, predict the reactants needed to synthesize it. The reactants are: Br[C:2]1[CH:3]=[C:4]([N:8]2[C:16]3[CH:15]=[CH:14][C:13]([CH3:17])=[CH:12][C:11]=3[C:10]3[CH2:18][N:19]([CH3:22])[CH2:20][CH2:21][C:9]2=3)[CH:5]=[CH:6][CH:7]=1.[NH:23]1[C:27]2[CH:28]=[CH:29][C:30](B3OC(C)(C)C(C)(C)O3)=[CH:31][C:26]=2[N:25]=[CH:24]1.C([O-])([O-])=O.[K+].[K+].O. (5) Given the product [CH3:25][O:24][C:22](=[O:23])[O:12][CH2:11][C:8]1[CH:9]=[CH:10][C:5]([C:3](=[O:4])[C:2]([OH:1])([CH3:14])[CH3:13])=[CH:6][CH:7]=1, predict the reactants needed to synthesize it. The reactants are: [OH:1][C:2]([CH3:14])([CH3:13])[C:3]([C:5]1[CH:10]=[CH:9][C:8]([CH2:11][OH:12])=[CH:7][CH:6]=1)=[O:4].N1C=CC=CC=1.Cl[C:22]([O:24][CH3:25])=[O:23].O. (6) Given the product [F:12][C:13]1[CH:14]=[CH:15][C:16]([C:19]2[C:28]([C:29]([C:30]3[CH:35]=[CH:34][C:33]([C:36]([F:37])([F:38])[F:39])=[CH:32][CH:31]=3)=[O:40])=[C:27]([CH:41]([CH3:42])[CH3:43])[CH:26]=[C:25]3[C:20]=2[C@@H:21]([OH:46])[CH2:22][C:23]([CH3:44])([CH3:45])[O:24]3)=[CH:17][CH:18]=1, predict the reactants needed to synthesize it. The reactants are: N[C@@H]1C2C(=CC=CC=2)C[C@@H]1O.[F:12][C:13]1[CH:18]=[CH:17][C:16]([C:19]2[C:28]([C:29](=[O:40])[C:30]3[CH:35]=[CH:34][C:33]([C:36]([F:39])([F:38])[F:37])=[CH:32][CH:31]=3)=[C:27]([CH:41]([CH3:43])[CH3:42])[CH:26]=[C:25]3[C:20]=2[C:21](=[O:46])[CH2:22][C:23]([CH3:45])([CH3:44])[O:24]3)=[CH:15][CH:14]=1.CO.